This data is from Catalyst prediction with 721,799 reactions and 888 catalyst types from USPTO. The task is: Predict which catalyst facilitates the given reaction. (1) Reactant: Br[CH2:2][C:3]([C:5]1[C:10]([CH3:11])=[CH:9][C:8]([O:12][C:13]2[N:18]=[CH:17][CH:16]=[CH:15][N:14]=2)=[CH:7][C:6]=1[CH3:19])=O.[NH2:20][C:21]([NH2:23])=[S:22]. The catalyst class is: 14. Product: [CH3:19][C:6]1[CH:7]=[C:8]([O:12][C:13]2[N:18]=[CH:17][CH:16]=[CH:15][N:14]=2)[CH:9]=[C:10]([CH3:11])[C:5]=1[C:3]1[N:20]=[C:21]([NH2:23])[S:22][CH:2]=1. (2) Reactant: C1([C:7]2[C:8]([NH2:19])=[N:9][CH:10]=[C:11]([C:13]3[CH:18]=[CH:17][CH:16]=[CH:15][CH:14]=3)[CH:12]=2)C=CC=CC=1.Br[CH2:21][C:22]([C:24]1[CH:29]=[CH:28][C:27]([Br:30])=[CH:26][CH:25]=1)=O.C(=O)([O-])O.[Na+]. Product: [Br:30][C:27]1[CH:28]=[CH:29][C:24]([C:22]2[N:19]=[C:8]3[CH:7]=[CH:12][C:11]([C:13]4[CH:18]=[CH:17][CH:16]=[CH:15][CH:14]=4)=[CH:10][N:9]3[CH:21]=2)=[CH:25][CH:26]=1. The catalyst class is: 8.